Dataset: Peptide-MHC class II binding affinity with 134,281 pairs from IEDB. Task: Regression. Given a peptide amino acid sequence and an MHC pseudo amino acid sequence, predict their binding affinity value. This is MHC class II binding data. (1) The peptide sequence is IDGNCDGRGKSTRST. The MHC is HLA-DQA10201-DQB10402 with pseudo-sequence HLA-DQA10201-DQB10402. The binding affinity (normalized) is 0. (2) The peptide sequence is SLRKLSSVCLALTNS. The MHC is DRB5_0101 with pseudo-sequence DRB5_0101. The binding affinity (normalized) is 0.498. (3) The peptide sequence is FAEIMKICSTIEELR. The MHC is DRB5_0101 with pseudo-sequence DRB5_0101. The binding affinity (normalized) is 0.251. (4) The peptide sequence is RQLQKIERWFVRNPF. The MHC is DRB1_0404 with pseudo-sequence DRB1_0404. The binding affinity (normalized) is 0.642.